Dataset: Full USPTO retrosynthesis dataset with 1.9M reactions from patents (1976-2016). Task: Predict the reactants needed to synthesize the given product. (1) The reactants are: [OH-:1].[Na+:2].[CH:3]1[N:7]=[CH:6][N:5]([CH2:8][C:9]([P:15]([OH:18])([OH:17])=[O:16])([P:11]([OH:14])([OH:13])=[O:12])[OH:10])[CH:4]=1. Given the product [CH:3]1[N:7]=[CH:6][N:5]([CH2:8][C:9]([P:11]([O-:14])([OH:13])=[O:12])([P:15]([O-:17])([OH:18])=[O:16])[OH:10])[CH:4]=1.[OH2:1].[OH2:10].[OH2:10].[OH2:10].[Na+:2].[Na+:2], predict the reactants needed to synthesize it. (2) Given the product [N:1]1[CH:6]=[CH:5][CH:4]=[CH:3][C:2]=1[S:7][S:8][CH2:9][CH2:14][OH:18], predict the reactants needed to synthesize it. The reactants are: [N:1]1[CH:6]=[CH:5][CH:4]=[CH:3][C:2]=1[S:7][S:8][C:9]1[CH:14]=CC=CN=1.SCC[OH:18].CO. (3) Given the product [NH2:1][CH2:4][CH:5]([F:29])[CH2:6][C@H:7]([N:18]1[C:26](=[O:27])[C:25]2[C:20](=[CH:21][CH:22]=[CH:23][CH:24]=2)[C:19]1=[O:28])[C:8]([OH:10])=[O:9], predict the reactants needed to synthesize it. The reactants are: [N:1]([CH2:4][CH:5]([F:29])[CH2:6][C@H:7]([N:18]1[C:26](=[O:27])[C:25]2[C:20](=[CH:21][CH:22]=[CH:23][CH:24]=2)[C:19]1=[O:28])[C:8]([O:10]CC1C=CC=CC=1)=[O:9])=[N+]=[N-]. (4) The reactants are: [Cl:1][C:2]1[CH:7]=[CH:6][CH:5]=[C:4]([CH3:8])[C:3]=1[NH:9][C:10](=[O:16])/[CH:11]=[CH:12]/OCC.C1C(=O)N(Br)C(=O)C1.[NH2:25][C:26]([NH2:28])=[S:27].[OH-].[NH4+]. Given the product [NH2:28][C:26]1[S:27][C:11]([C:10]([NH:9][C:3]2[C:4]([CH3:8])=[CH:5][CH:6]=[CH:7][C:2]=2[Cl:1])=[O:16])=[CH:12][N:25]=1, predict the reactants needed to synthesize it. (5) Given the product [Br:1][C:2]1[C:3]([CH3:11])=[CH:4][C:5]([C:6]2[NH:16][N:15]=[N:14][N:7]=2)=[CH:8][C:9]=1[CH3:10], predict the reactants needed to synthesize it. The reactants are: [Br:1][C:2]1[C:9]([CH3:10])=[CH:8][C:5]([C:6]#[N:7])=[CH:4][C:3]=1[CH3:11].[NH4+].[Cl-].[N-:14]=[N+:15]=[N-:16].[Na+]. (6) Given the product [Br:19][CH2:11][C:8]1[CH:9]=[CH:10][N:6]2[C:7]=1[C:2]([Cl:1])=[N:3][CH:4]=[N:5]2, predict the reactants needed to synthesize it. The reactants are: [Cl:1][C:2]1[C:7]2=[C:8]([CH3:11])[CH:9]=[CH:10][N:6]2[N:5]=[CH:4][N:3]=1.C1C(=O)N([Br:19])C(=O)C1. (7) Given the product [CH:1]([NH:4][C:6](=[S:7])[NH:5][C:8]1[CH:9]=[CH:10][C:11]([O:14][C:15](=[O:24])[N:16]([CH3:23])[C:17]2[CH:22]=[CH:21][CH:20]=[CH:19][CH:18]=2)=[N:12][CH:13]=1)([CH3:3])[CH3:2], predict the reactants needed to synthesize it. The reactants are: [CH:1]([NH2:4])([CH3:3])[CH3:2].[N:5]([C:8]1[CH:9]=[CH:10][C:11]([O:14][C:15](=[O:24])[N:16]([CH3:23])[C:17]2[CH:22]=[CH:21][CH:20]=[CH:19][CH:18]=2)=[N:12][CH:13]=1)=[C:6]=[S:7]. (8) Given the product [F:43][C:39]1[CH:38]=[C:37]([CH:32]2[C@@H:33]([OH:36])[CH2:34][CH2:35][N:31]2[C:28]2[CH:29]=[CH:30][C:25]3[N:26]([C:22]([C:13]4[CH:14]=[C:9]([CH:10]=[CH:11][CH:12]=4)[C:7]#[N:8])=[CH:23][N:24]=3)[N:27]=2)[CH:42]=[CH:41][CH:40]=1, predict the reactants needed to synthesize it. The reactants are: C(=O)([O-])[O-].[Na+].[Na+].[C:7]([C:9]1[CH:10]=[C:11](B(O)O)[CH:12]=[CH:13][CH:14]=1)#[N:8].ClCCl.Br[C:22]1[N:26]2[N:27]=[C:28]([N:31]3[CH2:35][CH2:34][C@H:33]([OH:36])[CH:32]3[C:37]3[CH:42]=[CH:41][CH:40]=[C:39]([F:43])[CH:38]=3)[CH:29]=[CH:30][C:25]2=[N:24][CH:23]=1.